Task: Regression. Given two drug SMILES strings and cell line genomic features, predict the synergy score measuring deviation from expected non-interaction effect.. Dataset: NCI-60 drug combinations with 297,098 pairs across 59 cell lines (1) Drug 1: C1CC(C1)(C(=O)O)C(=O)O.[NH2-].[NH2-].[Pt+2]. Drug 2: CC1=C(C=C(C=C1)NC(=O)C2=CC=C(C=C2)CN3CCN(CC3)C)NC4=NC=CC(=N4)C5=CN=CC=C5. Cell line: NCI-H522. Synergy scores: CSS=5.20, Synergy_ZIP=-2.39, Synergy_Bliss=-2.14, Synergy_Loewe=-3.27, Synergy_HSA=-1.88. (2) Cell line: A549. Drug 2: C1=CN(C(=O)N=C1N)C2C(C(C(O2)CO)O)O.Cl. Synergy scores: CSS=60.8, Synergy_ZIP=0.0998, Synergy_Bliss=-0.0154, Synergy_Loewe=5.24, Synergy_HSA=7.72. Drug 1: COC1=CC(=CC(=C1O)OC)C2C3C(COC3=O)C(C4=CC5=C(C=C24)OCO5)OC6C(C(C7C(O6)COC(O7)C8=CC=CS8)O)O. (3) Drug 1: C1=NC2=C(N1)C(=S)N=CN2. Drug 2: CN(CCCl)CCCl.Cl. Cell line: SK-MEL-2. Synergy scores: CSS=8.47, Synergy_ZIP=-2.06, Synergy_Bliss=7.17, Synergy_Loewe=-3.19, Synergy_HSA=2.42. (4) Drug 1: C1C(C(OC1N2C=C(C(=O)NC2=O)F)CO)O. Drug 2: C1CNP(=O)(OC1)N(CCCl)CCCl. Cell line: HL-60(TB). Synergy scores: CSS=-21.6, Synergy_ZIP=10.9, Synergy_Bliss=3.04, Synergy_Loewe=-28.5, Synergy_HSA=-27.6. (5) Drug 1: CC1OCC2C(O1)C(C(C(O2)OC3C4COC(=O)C4C(C5=CC6=C(C=C35)OCO6)C7=CC(=C(C(=C7)OC)O)OC)O)O. Drug 2: COCCOC1=C(C=C2C(=C1)C(=NC=N2)NC3=CC=CC(=C3)C#C)OCCOC.Cl. Cell line: A498. Synergy scores: CSS=36.9, Synergy_ZIP=0.958, Synergy_Bliss=2.69, Synergy_Loewe=7.97, Synergy_HSA=8.89.